From a dataset of Peptide-MHC class I binding affinity with 185,985 pairs from IEDB/IMGT. Regression. Given a peptide amino acid sequence and an MHC pseudo amino acid sequence, predict their binding affinity value. This is MHC class I binding data. (1) The peptide sequence is KQFYIFNTH. The MHC is HLA-A24:03 with pseudo-sequence HLA-A24:03. The binding affinity (normalized) is 0.0847. (2) The peptide sequence is CLSPVVAGL. The MHC is HLA-A26:01 with pseudo-sequence HLA-A26:01. The binding affinity (normalized) is 0.0847. (3) The peptide sequence is VILAGPIPV. The MHC is HLA-A02:06 with pseudo-sequence HLA-A02:06. The binding affinity (normalized) is 0.548. (4) The peptide sequence is FVANFSMEL. The MHC is HLA-A02:06 with pseudo-sequence HLA-A02:06. The binding affinity (normalized) is 0.746. (5) The peptide sequence is MSVVMRNTTW. The MHC is Mamu-B17 with pseudo-sequence Mamu-B17. The binding affinity (normalized) is 0.549. (6) The peptide sequence is RLARAIIEL. The MHC is HLA-C15:02 with pseudo-sequence HLA-C15:02. The binding affinity (normalized) is 0.280.